From a dataset of Reaction yield outcomes from USPTO patents with 853,638 reactions. Predict the reaction yield, written as a fraction of the theoretical maximum amount of product (1.0 means a 100% yield; for example, 0.34 means a 34% yield). (1) The reactants are C(OC([NH:8][CH2:9][CH2:10][CH2:11][CH2:12][N:13]1[C:17](=[O:18])[C:16](=[CH:19][C:20]2[O:24][C:23]([C:25]3[CH:33]=[CH:32][C:28]([C:29]([OH:31])=[O:30])=[CH:27][CH:26]=3)=[CH:22][CH:21]=2)[S:15][C:14]1=[S:34])=O)(C)(C)C.[F:35][C:36]([F:41])([F:40])[C:37]([OH:39])=[O:38]. The catalyst is ClCCl. The product is [F:35][C:36]([F:41])([F:40])[C:37]([O-:39])=[O:38].[C:29]([C:28]1[CH:27]=[CH:26][C:25]([C:23]2[O:24][C:20]([CH:19]=[C:16]3[S:15][C:14](=[S:34])[N:13]([CH2:12][CH2:11][CH2:10][CH2:9][NH3+:8])[C:17]3=[O:18])=[CH:21][CH:22]=2)=[CH:33][CH:32]=1)([OH:31])=[O:30]. The yield is 0.380. (2) The reactants are [Cl:1][C:2]1[CH:3]=[CH:4][CH:5]=[C:6]2[C:11]=1[C:10]([CH2:12][C:13]1[CH:14]=C([CH:18]=[C:19]([F:21])[CH:20]=1)C#N)=[N:9][NH:8][C:7]2=[O:22].[OH-:23].[K+].[CH2:25]([OH:27])[CH3:26]. The catalyst is O. The product is [Cl:1][C:2]1[CH:3]=[CH:4][CH:5]=[C:6]2[C:11]=1[C:10]([CH2:12][C:13]1[CH:14]=[C:26]([CH:18]=[C:19]([F:21])[CH:20]=1)[C:25]([OH:23])=[O:27])=[N:9][NH:8][C:7]2=[O:22]. The yield is 0.960.